This data is from Reaction yield outcomes from USPTO patents with 853,638 reactions. The task is: Predict the reaction yield, written as a fraction of the theoretical maximum amount of product (1.0 means a 100% yield; for example, 0.34 means a 34% yield). (1) The reactants are [Cl:1][C:2]1[N:7]=[CH:6][C:5]2[N:8]=[C:9]([CH2:17][O:18][C:19](=[O:21])[CH3:20])[N:10]([C@H:11]([CH3:16])[C:12]([F:15])([F:14])[F:13])[C:4]=2[CH:3]=1.O.[OH-].[Li+].Cl.C(=O)(O)[O-].[Na+].O1C=C[CH2:34][CH2:33][CH2:32]1.C1(C)C=CC(S(O)(=O)=O)=CC=1. The catalyst is CO.O. The product is [Cl:1][C:2]1[N:7]=[CH:6][C:5]2[N:8]=[C:9]([CH2:17][O:18][CH:19]3[CH2:20][CH2:34][CH2:33][CH2:32][O:21]3)[N:10]([C@H:11]([CH3:16])[C:12]([F:14])([F:15])[F:13])[C:4]=2[CH:3]=1. The yield is 0.940. (2) The reactants are [CH2:1]([O:3][C:4](=[O:68])[CH:5]=[CH:6][C@H:7]([CH3:67])[C@H:8]([O:57][CH2:58][C:59]1[CH:64]=[CH:63][C:62]([O:65][CH3:66])=[CH:61][CH:60]=1)[C@@H:9]([CH3:56])[CH:10]=[CH:11][C@@H:12]([O:48][Si:49]([C:52]([CH3:55])([CH3:54])[CH3:53])([CH3:51])[CH3:50])[CH2:13][C@H:14]([O:40][Si:41]([C:44]([CH3:47])([CH3:46])[CH3:45])([CH3:43])[CH3:42])[C@H:15]([CH3:39])[CH:16]=[CH:17][CH2:18][O:19][C:20]([C:33]1[CH:38]=[CH:37][CH:36]=[CH:35][CH:34]=1)([C:27]1[CH:32]=[CH:31][CH:30]=[CH:29][CH:28]=1)[C:21]1[CH:26]=[CH:25][CH:24]=[CH:23][CH:22]=1)[CH3:2].[BH4-].[Na+]. The catalyst is CO.C1COCC1. The product is [CH2:1]([O:3][C:4](=[O:68])[CH2:5][CH2:6][C@H:7]([CH3:67])[C@@H:8]([O:57][CH2:58][C:59]1[CH:64]=[CH:63][C:62]([O:65][CH3:66])=[CH:61][CH:60]=1)[C@@H:9]([CH3:56])[CH:10]=[CH:11][C@@H:12]([O:48][Si:49]([C:52]([CH3:53])([CH3:54])[CH3:55])([CH3:50])[CH3:51])[CH2:13][C@H:14]([O:40][Si:41]([C:44]([CH3:47])([CH3:46])[CH3:45])([CH3:42])[CH3:43])[C@H:15]([CH3:39])[CH:16]=[CH:17][CH2:18][O:19][C:20]([C:21]1[CH:22]=[CH:23][CH:24]=[CH:25][CH:26]=1)([C:27]1[CH:28]=[CH:29][CH:30]=[CH:31][CH:32]=1)[C:33]1[CH:38]=[CH:37][CH:36]=[CH:35][CH:34]=1)[CH3:2]. The yield is 0.970. (3) The reactants are [CH3:1][N:2]1[CH2:7][CH2:6][CH:5]([C:8]2[C:17]3[C:12](=[CH:13][CH:14]=[CH:15][CH:16]=3)[NH:11][C:10](=O)[N:9]=2)[CH2:4][CH2:3]1.P(Cl)(Cl)(Cl)=O.[NH2:24][C:25]1[CH:33]=[CH:32][C:28]([C:29]([OH:31])=O)=[CH:27][CH:26]=1.C(N(CC)CC)C.CN(C(ON1N=NC2C=CC=NC1=2)=[N+](C)C)C.F[P-](F)(F)(F)(F)F.CCN(C(C)C)C(C)C.[CH3:74][C:75]1[CH:81]=[CH:80][CH:79]=[C:78]([CH3:82])[C:76]=1[NH2:77]. The catalyst is CN(C)C=O.O.C(O)CCC. The product is [CH3:74][C:75]1[CH:81]=[CH:80][CH:79]=[C:78]([CH3:82])[C:76]=1[NH:77][C:29](=[O:31])[C:28]1[CH:27]=[CH:26][C:25]([NH:24][C:10]2[N:9]=[C:8]([CH:5]3[CH2:6][CH2:7][N:2]([CH3:1])[CH2:3][CH2:4]3)[C:17]3[C:12](=[CH:13][CH:14]=[CH:15][CH:16]=3)[N:11]=2)=[CH:33][CH:32]=1. The yield is 0.0200. (4) The catalyst is C(Cl)Cl. The product is [Br:9][C:10]1[CH:15]=[CH:14][C:13]([O:16][C:5](=[O:7])[CH3:6])=[CH:12][CH:11]=1. The reactants are [Cl-].[Al+3].[Cl-].[Cl-].[C:5](Cl)(=[O:7])[CH3:6].[Br:9][C:10]1[CH:15]=[CH:14][C:13]([OH:16])=[CH:12][CH:11]=1. The yield is 0.850. (5) The reactants are C(OP([CH2:9][C:10]1[S:11][C:12]([Br:15])=[CH:13][CH:14]=1)(=O)OCC)C.[H-].[Na+].[CH3:18][C:19]([CH3:21])=O.O. The catalyst is O1CCCC1. The product is [Br:15][C:12]1[S:11][C:10]([CH:9]=[C:19]([CH3:21])[CH3:18])=[CH:14][CH:13]=1. The yield is 0.0270. (6) The reactants are [C:1]([O-:4])(=[O:3])[CH3:2].[K+].Cl[CH2:7][C:8]1[CH:9]=[C:10]([C:14](=[O:35])[C:15](=[C:26]2[NH:30][C:29]3[CH:31]=[CH:32][CH:33]=[CH:34][C:28]=3[NH:27]2)[C:16]([C:18]2[CH:23]=[C:22]([F:24])[CH:21]=[C:20]([F:25])[CH:19]=2)=[O:17])[CH:11]=[CH:12][CH:13]=1.[Cl-].[NH4+]. The catalyst is CS(C)=O. The product is [C:1]([O:4][CH2:7][C:8]1[CH:13]=[CH:12][CH:11]=[C:10]([C:14](=[O:35])[C:15](=[C:26]2[NH:27][C:28]3[CH:34]=[CH:33][CH:32]=[CH:31][C:29]=3[NH:30]2)[C:16]([C:18]2[CH:23]=[C:22]([F:24])[CH:21]=[C:20]([F:25])[CH:19]=2)=[O:17])[CH:9]=1)(=[O:3])[CH3:2]. The yield is 0.640. (7) The reactants are [NH2:1][C:2]1[CH:10]=[C:6]([C:7]([OH:9])=[O:8])[C:5]([OH:11])=[CH:4][CH:3]=1.[F:12][C:13]1[CH:20]=[CH:19][C:16]([CH2:17]Br)=[CH:15][CH:14]=1. No catalyst specified. The product is [F:12][C:13]1[CH:20]=[CH:19][C:16]([CH2:17][NH:1][C:2]2[CH:10]=[C:6]([C:7]([OH:9])=[O:8])[C:5]([OH:11])=[CH:4][CH:3]=2)=[CH:15][CH:14]=1. The yield is 0.440. (8) The reactants are C(O)(=O)C.[NH2:5][C:6]1[C:11]([N+:12]([O-])=O)=[C:10]([CH3:15])[CH:9]=[CH:8][N:7]=1.[H][H]. The catalyst is [C].[Pd].C(=O)([O-])[O-].[Na+].[Na+]. The product is [NH2:5][C:6]1[C:11]([NH2:12])=[C:10]([CH3:15])[CH:9]=[CH:8][N:7]=1. The yield is 0.670. (9) The reactants are [Cl:1][C:2]1[CH:3]=[CH:4][C:5]([O:26][CH3:27])=[C:6]([CH:25]=1)[C:7](=S)/[N:8]=[C:9]1\[S:10][C:11]2[C:21]([CH3:23])([CH3:22])[O:20][CH2:19][CH2:18][C:12]=2[N:13]\1[CH2:14][CH:15]([CH3:17])[CH3:16].C(N(CC)CC)C.[N:35]#[C:36][NH2:37]. The catalyst is C(#N)C. The product is [Cl:1][C:2]1[CH:3]=[CH:4][C:5]([O:26][CH3:27])=[C:6]([C:7](=[N:37][C:36]#[N:35])/[N:8]=[C:9]2\[S:10][C:11]3[C:21]([CH3:23])([CH3:22])[O:20][CH2:19][CH2:18][C:12]=3[N:13]\2[CH2:14][CH:15]([CH3:17])[CH3:16])[CH:25]=1. The yield is 0.210.